Dataset: Forward reaction prediction with 1.9M reactions from USPTO patents (1976-2016). Task: Predict the product of the given reaction. (1) Given the reactants Br[C:2]1[CH:7]=[CH:6][C:5]([O:8][CH3:9])=[CH:4][CH:3]=1.[CH2:10]([N:17]1[CH2:22][CH2:21][C:20](=[O:23])[CH2:19][CH2:18]1)[C:11]1[CH:16]=[CH:15][CH:14]=[CH:13][CH:12]=1, predict the reaction product. The product is: [CH2:10]([N:17]1[CH2:22][CH2:21][C:20]([C:2]2[CH:7]=[CH:6][C:5]([O:8][CH3:9])=[CH:4][CH:3]=2)([OH:23])[CH2:19][CH2:18]1)[C:11]1[CH:12]=[CH:13][CH:14]=[CH:15][CH:16]=1. (2) Given the reactants [I:1][C:2]1[C:3]([C:7]2[S:8][CH:9]=[CH:10][CH:11]=2)=[N:4][NH:5][CH:6]=1.[H-].[Na+].[CH:14](I)([CH3:16])[CH3:15].IC1C(C2SC=CC=2)=NN(C(C)C)C=1, predict the reaction product. The product is: [I:1][C:2]1[CH:6]=[N:5][N:4]([CH:14]([CH3:16])[CH3:15])[C:3]=1[C:7]1[S:8][CH:9]=[CH:10][CH:11]=1. (3) Given the reactants [F:1][C:2]([F:31])([F:30])[C:3]1[N:8]=[C:7]([N:9]2[CH2:14][CH2:13][CH:12]([C:15]([N:17]3[CH2:21][CH2:20][C@H:19]([NH:22]C(=O)OC(C)(C)C)[CH2:18]3)=[O:16])[CH2:11][CH2:10]2)[CH:6]=[CH:5][CH:4]=1.[ClH:32], predict the reaction product. The product is: [F:31][C:2]([F:1])([F:30])[C:3]1[N:8]=[C:7]([N:9]2[CH2:10][CH2:11][CH:12]([C:15]([N:17]3[CH2:21][CH2:20][C@H:19]([NH2:22])[CH2:18]3)=[O:16])[CH2:13][CH2:14]2)[CH:6]=[CH:5][CH:4]=1.[ClH:32]. (4) Given the reactants C(OC([N:8]1[C@H:13]([CH3:14])[CH2:12][N:11]([C:15](=[O:57])[CH2:16][C:17]([NH:19][C:20]2[CH:21]=[C:22]([CH:52]=[CH:53][C:54]=2[O:55][CH3:56])[C:23]([O:25][C@H:26]([C:37]2[CH:42]=[CH:41][C:40]([O:43][CH:44]([F:46])[F:45])=[C:39]([O:47][CH2:48][CH:49]3[CH2:51][CH2:50]3)[CH:38]=2)[CH2:27][C:28]2[C:33]([Cl:34])=[CH:32][N+:31]([O-:35])=[CH:30][C:29]=2[Cl:36])=[O:24])=[O:18])[C@@H:10]([CH3:58])[CH2:9]1)=O)(C)(C)C, predict the reaction product. The product is: [Cl:36][C:29]1[CH:30]=[N+:31]([O-:35])[CH:32]=[C:33]([Cl:34])[C:28]=1[CH2:27][C@@H:26]([C:37]1[CH:42]=[CH:41][C:40]([O:43][CH:44]([F:46])[F:45])=[C:39]([O:47][CH2:48][CH:49]2[CH2:51][CH2:50]2)[CH:38]=1)[O:25][C:23](=[O:24])[C:22]1[CH:52]=[CH:53][C:54]([O:55][CH3:56])=[C:20]([NH:19][C:17](=[O:18])[CH2:16][C:15]([N:11]2[CH2:12][C@@H:13]([CH3:14])[NH:8][CH2:9][C@@H:10]2[CH3:58])=[O:57])[CH:21]=1. (5) Given the reactants CN(C)C=O.[CH3:6][S:7]([C:10]1[CH:15]=[CH:14][C:13]([OH:16])=[CH:12][CH:11]=1)(=[O:9])=[O:8].[H-].[Na+].[Br:19][C:20]1[CH:21]=[C:22]([N+]([O-])=O)[C:23]([C:26]#[N:27])=[N:24][CH:25]=1, predict the reaction product. The product is: [Br:19][C:20]1[CH:21]=[C:22]([O:16][C:13]2[CH:14]=[CH:15][C:10]([S:7]([CH3:6])(=[O:8])=[O:9])=[CH:11][CH:12]=2)[C:23]([C:26]#[N:27])=[N:24][CH:25]=1. (6) Given the reactants [CH3:1][C:2]1[C:7]([Cl:8])=[CH:6][CH:5]=[CH:4][C:3]=1[N:9]1[C:13](=[O:14])[NH:12][N:11]=[N:10]1.[CH3:15]N(C)C=O.[H-].[Na+].CI, predict the reaction product. The product is: [CH3:1][C:2]1[C:7]([Cl:8])=[CH:6][CH:5]=[CH:4][C:3]=1[N:9]1[C:13](=[O:14])[N:12]([CH3:15])[N:11]=[N:10]1. (7) Given the reactants Cl[C:2]1[C:7]([Cl:8])=[N:6][CH:5]=[CH:4][N:3]=1.[C:9]([O:17][CH2:18][CH3:19])(=[O:16])[CH2:10][C:11]([O:13][CH2:14][CH3:15])=[O:12].C(=O)([O-])[O-].[Cs+].[Cs+], predict the reaction product. The product is: [Cl:8][C:7]1[C:2]([CH:10]([C:11]([O:13][CH2:14][CH3:15])=[O:12])[C:9]([O:17][CH2:18][CH3:19])=[O:16])=[N:3][CH:4]=[CH:5][N:6]=1.